From a dataset of Catalyst prediction with 721,799 reactions and 888 catalyst types from USPTO. Predict which catalyst facilitates the given reaction. (1) Reactant: [Cl:1][C:2]1[CH:8]=[CH:7][C:5]([NH2:6])=[CH:4][C:3]=1[C:9]1[CH:14]=[CH:13][CH:12]=[CH:11][N:10]=1.[Cl:15][C:16]1[CH:24]=[CH:23][C:19]([C:20](O)=[O:21])=[C:18]([CH3:25])[N:17]=1. Product: [Cl:15][C:16]1[CH:24]=[CH:23][C:19]([C:20]([NH:6][C:5]2[CH:7]=[CH:8][C:2]([Cl:1])=[C:3]([C:9]3[CH:14]=[CH:13][CH:12]=[CH:11][N:10]=3)[CH:4]=2)=[O:21])=[C:18]([CH3:25])[N:17]=1. The catalyst class is: 13. (2) Reactant: [NH2:1][C:2]1[CH:3]=[C:4]2[C:9](=[CH:10][CH:11]=1)[N:8]=[CH:7][C:6]([C:12]#[N:13])=[C:5]2[NH:14][C:15]1[CH:20]=[CH:19][C:18]([F:21])=[C:17]([Cl:22])[CH:16]=1.[N+:23]([C:26]1[CH:27]=[C:28]([CH:31]=[CH:32][CH:33]=1)[CH:29]=O)([O-:25])=[O:24].[BH3-]C#N.[Na+]. Product: [Cl:22][C:17]1[CH:16]=[C:15]([NH:14][C:5]2[C:4]3[C:9](=[CH:10][CH:11]=[C:2]([NH:1][CH2:29][C:28]4[CH:31]=[CH:32][CH:33]=[C:26]([N+:23]([O-:25])=[O:24])[CH:27]=4)[CH:3]=3)[N:8]=[CH:7][C:6]=2[C:12]#[N:13])[CH:20]=[CH:19][C:18]=1[F:21]. The catalyst class is: 14. (3) Reactant: C1([O:7][C:8](=O)[NH:9][CH2:10][CH:11]2[CH2:16][CH2:15][C:14]([N:23]([CH3:25])[CH3:24])([C:17]3[CH:22]=[CH:21][CH:20]=[CH:19][CH:18]=3)[CH2:13][CH2:12]2)C=CC=CC=1.[NH:27]1[CH2:32][CH2:31][CH2:30][CH:29]([C:33]2[C:41]3[C:36](=[CH:37][CH:38]=[CH:39][CH:40]=3)[NH:35][CH:34]=2)[CH2:28]1. Product: [CH3:25][N:23]([CH3:24])[C:14]1([C:17]2[CH:18]=[CH:19][CH:20]=[CH:21][CH:22]=2)[CH2:15][CH2:16][CH:11]([CH2:10][NH:9][C:8]([N:27]2[CH2:32][CH2:31][CH2:30][CH:29]([C:33]3[C:41]4[C:36](=[CH:37][CH:38]=[CH:39][CH:40]=4)[NH:35][CH:34]=3)[CH2:28]2)=[O:7])[CH2:12][CH2:13]1. The catalyst class is: 12. (4) Reactant: Cl[C:2]1[N:7]=[C:6]([O:8][C:9]2[CH:14]=[CH:13][C:12]([NH:15][C:16](=[O:18])[CH3:17])=[CH:11][C:10]=2[F:19])[CH:5]=[CH:4][N:3]=1.[F:20][C:21]1[CH:27]=[CH:26][C:24]([NH2:25])=[CH:23][CH:22]=1.[O:28]1CCOCC1. Product: [CH3:6][OH:8].[NH4+:3].[OH-:28].[F:19][C:10]1[CH:11]=[C:12]([NH:15][C:16](=[O:18])[CH3:17])[CH:13]=[CH:14][C:9]=1[O:8][C:6]1[CH:5]=[CH:4][N:3]=[C:2]([NH:25][C:24]2[CH:26]=[CH:27][C:21]([F:20])=[CH:22][CH:23]=2)[N:7]=1. The catalyst class is: 5. (5) The catalyst class is: 59. Product: [CH3:1][O:2][C:3]1[N:11]=[CH:10][CH:9]=[CH:8][C:4]=1[C:5]([Cl:15])=[O:6]. Reactant: [CH3:1][O:2][C:3]1[N:11]=[CH:10][CH:9]=[CH:8][C:4]=1[C:5](O)=[O:6].C(Cl)(=O)C([Cl:15])=O. (6) Reactant: Cl.[CH3:2][O:3][C:4]1[CH:9]=[C:8]([CH3:10])[NH:7][C:6](=[O:11])[C:5]=1[CH2:12][NH:13][C:14]([C:16]1[C:24]2[C:19](=[CH:20][CH:21]=[CH:22][CH:23]=2)[N:18]([C@@H:25]([CH:27]2[CH2:32][CH2:31][NH:30][CH2:29][CH2:28]2)[CH3:26])[C:17]=1[CH3:33])=[O:15].[F:34][C:35]1[CH:36]=[C:37]([CH:40]=[C:41]([F:43])[CH:42]=1)[CH:38]=O.C(O[BH-](OC(=O)C)OC(=O)C)(=O)C.[Na+]. Product: [F:34][C:35]1[CH:36]=[C:37]([CH:40]=[C:41]([F:43])[CH:42]=1)[CH2:38][N:30]1[CH2:29][CH2:28][CH:27]([C@H:25]([N:18]2[C:19]3[C:24](=[CH:23][CH:22]=[CH:21][CH:20]=3)[C:16]([C:14]([NH:13][CH2:12][C:5]3[C:6](=[O:11])[NH:7][C:8]([CH3:10])=[CH:9][C:4]=3[O:3][CH3:2])=[O:15])=[C:17]2[CH3:33])[CH3:26])[CH2:32][CH2:31]1. The catalyst class is: 100. (7) Reactant: [CH:1]1([C:4]2[NH:5][C:6]3[C:12]([C:13](OC)=[O:14])=[CH:11][CH:10]=[C:9]([O:17][CH3:18])[C:7]=3[N:8]=2)[CH2:3][CH2:2]1.[H-].C([Al+]CC(C)C)C(C)C.O.[OH-].[Na+]. Product: [CH:1]1([C:4]2[NH:5][C:6]3[C:12]([CH2:13][OH:14])=[CH:11][CH:10]=[C:9]([O:17][CH3:18])[C:7]=3[N:8]=2)[CH2:2][CH2:3]1. The catalyst class is: 217. (8) Reactant: [NH:1]1[C:5]2[CH:6]=[CH:7][CH:8]=[CH:9][C:4]=2[N:3]=[C:2]1[CH2:10][CH2:11][NH2:12].C1(N)C(F)=C(F)C(F)=C(N)C=1F.Cl.Cl.CCN(C(C)C)C(C)C.C([N:44]=[C:45]=[S:46])(=O)C1C=CC=CC=1. Product: [NH:1]1[C:5]2[CH:6]=[CH:7][CH:8]=[CH:9][C:4]=2[N:3]=[C:2]1[CH2:10][CH2:11][NH:12][C:45]([NH2:44])=[S:46]. The catalyst class is: 4. (9) Reactant: [C:1]([O:5][C:6]([NH:8][C@@H:9]([CH2:14][CH:15]1[CH2:20][CH2:19][C:18]([F:22])([F:21])[CH2:17][CH2:16]1)[C:10](OC)=[O:11])=[O:7])([CH3:4])([CH3:3])[CH3:2].[BH4-].[Na+]. Product: [F:21][C:18]1([F:22])[CH2:17][CH2:16][CH:15]([CH2:14][C@H:9]([NH:8][C:6](=[O:7])[O:5][C:1]([CH3:2])([CH3:4])[CH3:3])[CH2:10][OH:11])[CH2:20][CH2:19]1. The catalyst class is: 8. (10) The catalyst class is: 123. Reactant: [F:1][C:2]1[CH:3]=[C:4]([S:8]([C:11]2[CH:20]=[C:19]3[C:14]([CH2:15][CH2:16][C@H:17]([CH2:21][N:22]=[N+]=[N-])[O:18]3)=[CH:13][CH:12]=2)(=[O:10])=[O:9])[CH:5]=[CH:6][CH:7]=1.[H][H]. Product: [F:1][C:2]1[CH:3]=[C:4]([S:8]([C:11]2[CH:20]=[C:19]3[C:14]([CH2:15][CH2:16][C@H:17]([CH2:21][NH2:22])[O:18]3)=[CH:13][CH:12]=2)(=[O:10])=[O:9])[CH:5]=[CH:6][CH:7]=1.